From a dataset of Reaction yield outcomes from USPTO patents with 853,638 reactions. Predict the reaction yield, written as a fraction of the theoretical maximum amount of product (1.0 means a 100% yield; for example, 0.34 means a 34% yield). (1) The reactants are [CH3:1][N:2]1[CH2:6][CH2:5][CH2:4][C:3]1=[O:7].C([N-]C(C)C)(C)C.[Li+].[Br:16][C:17]([CH2:19]Br)=[CH2:18]. The catalyst is C1COCC1. The product is [Br:16][C:17](=[CH2:18])[CH2:19][CH:4]1[CH2:5][CH2:6][N:2]([CH3:1])[C:3]1=[O:7]. The yield is 0.569. (2) The catalyst is CC(C)=O.C(O)(C)(C)C.O.C1COCC1.[Cl-].[Na+].O.O=[Os](=O)(=O)=O. The yield is 0.950. The product is [C:1]([C:3]1[CH:4]=[C:5]([C:13]([N:15]([CH2:17][CH:18]([C:22]2[CH:27]=[CH:26][C:25]([F:28])=[CH:24][CH:23]=2)[CH2:19][CH:20]=[O:33])[CH3:16])=[O:14])[C:6]2[C:11]([CH:12]=1)=[CH:10][CH:9]=[CH:8][CH:7]=2)#[N:2]. The reactants are [C:1]([C:3]1[CH:4]=[C:5]([C:13]([N:15]([CH2:17][CH:18]([C:22]2[CH:27]=[CH:26][C:25]([F:28])=[CH:24][CH:23]=2)[CH2:19][CH:20]=C)[CH3:16])=[O:14])[C:6]2[C:11]([CH:12]=1)=[CH:10][CH:9]=[CH:8][CH:7]=2)#[N:2].C[N+]1([O-])CC[O:33]CC1.S(=O)(O)[O-].[Na+].I([O-])(=O)(=O)=O.[Na+]. (3) The reactants are Cl[C:2]1[C:11]2[C:6](=[CH:7][CH:8]=[C:9]([C:12]3[CH:17]=[CH:16][C:15]([F:18])=[CH:14][CH:13]=3)[CH:10]=2)[N:5]=[CH:4][N:3]=1.[CH2:19]([NH2:22])[CH2:20][CH3:21]. No catalyst specified. The product is [CH2:19]([NH:22][C:2]1[C:11]2[C:6](=[CH:7][CH:8]=[C:9]([C:12]3[CH:17]=[CH:16][C:15]([F:18])=[CH:14][CH:13]=3)[CH:10]=2)[N:5]=[CH:4][N:3]=1)[CH2:20][CH3:21]. The yield is 0.830.